This data is from Catalyst prediction with 721,799 reactions and 888 catalyst types from USPTO. The task is: Predict which catalyst facilitates the given reaction. (1) Reactant: [CH2:1]([O:8][C:9]([N:11]1[CH2:16][CH2:15][CH:14]([NH:17][C:18]2[CH:23]=[CH:22][C:21]([N:24]3[CH2:28][C@H:27]([CH2:29][N:30]=[N+]=[N-])[O:26][C:25]3=[O:33])=[CH:20][C:19]=2[F:34])[CH2:13][CH2:12]1)=[O:10])[C:2]1[CH:7]=[CH:6][CH:5]=[CH:4][CH:3]=1.C1(P(C2C=CC=CC=2)C2C=CC=CC=2)C=CC=CC=1.O. The catalyst class is: 1. Product: [CH2:1]([O:8][C:9]([N:11]1[CH2:12][CH2:13][CH:14]([NH:17][C:18]2[CH:23]=[CH:22][C:21]([N:24]3[CH2:28][C@H:27]([CH2:29][NH2:30])[O:26][C:25]3=[O:33])=[CH:20][C:19]=2[F:34])[CH2:15][CH2:16]1)=[O:10])[C:2]1[CH:3]=[CH:4][CH:5]=[CH:6][CH:7]=1. (2) Reactant: [NH:1]1[CH:5]=[CH:4][N:3]=[CH:2]1.[H-].[Na+].C1(C)C=CC(S(O[CH2:18][CH:19]2[CH2:23][S:22][C:21]([NH:24][C:25](=[O:31])[O:26][C:27]([CH3:30])([CH3:29])[CH3:28])=[N:20]2)(=O)=O)=CC=1. Product: [NH:1]1[CH:5]=[CH:4][N:3]=[C:2]1[CH2:18][CH:19]1[CH2:23][S:22][C:21]([NH:24][C:25](=[O:31])[O:26][C:27]([CH3:30])([CH3:29])[CH3:28])=[N:20]1. The catalyst class is: 42. (3) Reactant: [CH2:1]=[CH:2][C:3]1[CH:8]=[CH:7][CH:6]=[CH:5][CH:4]=1.[C:9]([NH2:13])(=[O:12])[CH:10]=[CH2:11]. Product: [CH2:1]=[CH:2][C:3]1[CH:8]=[CH:7][CH:6]=[CH:5][CH:4]=1.[C:9]([NH2:13])(=[O:12])[CH:10]=[CH2:11]. The catalyst class is: 32. (4) Reactant: [Cl:1][C:2]1[CH:7]=[C:6]([N+:8]([O-])=O)[CH:5]=[CH:4][C:3]=1[CH2:11][C:12]([O:14][CH3:15])=[O:13]. Product: [NH2:8][C:6]1[CH:5]=[CH:4][C:3]([CH2:11][C:12]([O:14][CH3:15])=[O:13])=[C:2]([Cl:1])[CH:7]=1. The catalyst class is: 565. (5) Reactant: [ClH:1].Cl.[NH2:3][CH:4]1[CH2:9][CH2:8][N:7]([CH2:10][C@H:11]2[N:21]3[C:22]4[N:13]([C:14](=[O:24])[CH:15]=[CH:16][C:17]=4[CH:18]=[CH:19][C:20]3=[O:23])[CH2:12]2)[CH2:6][CH2:5]1.C(N(CC)CC)C.[CH:32]1[C:37]2[CH2:38][CH2:39][CH2:40][C:36]=2[CH:35]=[C:34]([CH:41]=O)[N:33]=1.[BH-](OC(C)=O)(OC(C)=O)OC(C)=O.[Na+].C([O-])(O)=O.[Na+]. Product: [ClH:1].[CH:32]1[C:37]2[CH2:38][CH2:39][CH2:40][C:36]=2[CH:35]=[C:34]([CH2:41][NH:3][CH:4]2[CH2:5][CH2:6][N:7]([CH2:10][C@H:11]3[N:21]4[C:22]5[N:13]([C:14](=[O:24])[CH:15]=[CH:16][C:17]=5[CH:18]=[CH:19][C:20]4=[O:23])[CH2:12]3)[CH2:8][CH2:9]2)[N:33]=1. The catalyst class is: 147.